This data is from Full USPTO retrosynthesis dataset with 1.9M reactions from patents (1976-2016). The task is: Predict the reactants needed to synthesize the given product. (1) Given the product [NH2:16][C:9]1[C:10]([O:12][CH:13]([CH3:15])[CH3:14])=[CH:11][C:2]([Cl:1])=[C:3]([CH:8]=1)[C:4]([O:6][CH3:7])=[O:5], predict the reactants needed to synthesize it. The reactants are: [Cl:1][C:2]1[CH:11]=[C:10]([O:12][CH:13]([CH3:15])[CH3:14])[C:9]([N+:16]([O-])=O)=[CH:8][C:3]=1[C:4]([O:6][CH3:7])=[O:5]. (2) The reactants are: [C:1]([O:5][C:6](=[O:22])[N:7]([CH2:10][C:11]1[C:20](Br)=[CH:19][C:18]2[C:13](=[CH:14][CH:15]=[CH:16][CH:17]=2)[N:12]=1)[CH2:8][CH3:9])([CH3:4])([CH3:3])[CH3:2].[CH2:23]([O:25][C:26](=[O:45])[CH2:27][C:28]1[CH:33]=[CH:32][C:31]([O:34][CH3:35])=[C:30](B2OC(C)(C)C(C)(C)O2)[CH:29]=1)[CH3:24]. Given the product [CH2:23]([O:25][C:26](=[O:45])[CH2:27][C:28]1[CH:33]=[CH:32][C:31]([O:34][CH3:35])=[C:30]([C:20]2[C:11]([CH2:10][N:7]([C:6]([O:5][C:1]([CH3:4])([CH3:3])[CH3:2])=[O:22])[CH2:8][CH3:9])=[N:12][C:13]3[C:18]([CH:19]=2)=[CH:17][CH:16]=[CH:15][CH:14]=3)[CH:29]=1)[CH3:24], predict the reactants needed to synthesize it.